From a dataset of Reaction yield outcomes from USPTO patents with 853,638 reactions. Predict the reaction yield, written as a fraction of the theoretical maximum amount of product (1.0 means a 100% yield; for example, 0.34 means a 34% yield). (1) The product is [C:1]([OH:4])(=[O:3])[CH3:2].[OH:8][C@H:9]1[CH2:26][CH2:25][C@@:24]2([CH3:27])[CH:11]([CH2:12][CH2:13][C@@H:14]3[C@@H:23]2[C:22](=[O:28])[CH2:21][C@@:19]2([CH3:20])[C@H:15]3[CH2:16][CH2:17][C:18]2=[O:29])[CH2:10]1. The reactants are [C:1]([O:4]C(=O)C)(=[O:3])[CH3:2].[OH:8][C@H:9]1[CH2:26][CH2:25][C@@:24]2([CH3:27])[CH:11]([CH2:12][CH2:13][C@@H:14]3[C@@H:23]2[C:22](=[O:28])[CH2:21][C@@:19]2([CH3:20])[C@H:15]3[CH2:16][CH2:17][C:18]2=[O:29])[CH2:10]1. The yield is 0.664. The catalyst is N1C=CC=CC=1. (2) The reactants are [C:1]([O:5][N:6]=[C:7]1[C:16]2[C:11](=[CH:12][CH:13]=[C:14]([O:17][CH2:18][CH2:19]Cl)[CH:15]=2)[O:10][C:9]([C:21]2[N:26]=[CH:25][N:24]3[CH:27]=[CH:28][CH:29]=[C:23]3[CH:22]=2)=[CH:8]1)([CH3:4])([CH3:3])[CH3:2].C(=O)([O-])[O-].[K+].[K+].[NH:36]1[CH2:40][CH2:39][CH2:38][CH2:37]1. The catalyst is C(#N)C. The product is [C:1]([O:5][N:6]=[C:7]1[C:16]2[C:11](=[CH:12][CH:13]=[C:14]([O:17][CH2:18][CH2:19][N:36]3[CH2:40][CH2:39][CH2:38][CH2:37]3)[CH:15]=2)[O:10][C:9]([C:21]2[N:26]=[CH:25][N:24]3[CH:27]=[CH:28][CH:29]=[C:23]3[CH:22]=2)=[CH:8]1)([CH3:4])([CH3:3])[CH3:2]. The yield is 0.710. (3) The reactants are [C:1]([O:5][C:6]([NH:8][C@H:9]1[CH2:14][CH2:13][C@H:12]([CH2:15][CH2:16]OS(C)(=O)=O)[CH2:11][CH2:10]1)=[O:7])([CH3:4])([CH3:3])[CH3:2].C(=O)([O-])[O-].[K+].[K+].[NH:28]1[CH2:32][CH2:31][CH2:30][CH2:29]1.O. The catalyst is C(#N)C. The product is [C:1]([O:5][C:6](=[O:7])[NH:8][C@H:9]1[CH2:14][CH2:13][C@H:12]([CH2:15][CH2:16][N:28]2[CH2:32][CH2:31][CH2:30][CH2:29]2)[CH2:11][CH2:10]1)([CH3:4])([CH3:3])[CH3:2]. The yield is 0.640.